Task: Regression. Given two drug SMILES strings and cell line genomic features, predict the synergy score measuring deviation from expected non-interaction effect.. Dataset: NCI-60 drug combinations with 297,098 pairs across 59 cell lines (1) Drug 1: CC(C)CN1C=NC2=C1C3=CC=CC=C3N=C2N. Drug 2: C1C(C(OC1N2C=NC(=NC2=O)N)CO)O. Cell line: SK-MEL-2. Synergy scores: CSS=7.01, Synergy_ZIP=-6.65, Synergy_Bliss=-7.30, Synergy_Loewe=-5.56, Synergy_HSA=-5.13. (2) Synergy scores: CSS=-15.4, Synergy_ZIP=18.8, Synergy_Bliss=22.8, Synergy_Loewe=-7.38, Synergy_HSA=-7.38. Cell line: K-562. Drug 2: CNC(=O)C1=NC=CC(=C1)OC2=CC=C(C=C2)NC(=O)NC3=CC(=C(C=C3)Cl)C(F)(F)F. Drug 1: CS(=O)(=O)CCNCC1=CC=C(O1)C2=CC3=C(C=C2)N=CN=C3NC4=CC(=C(C=C4)OCC5=CC(=CC=C5)F)Cl. (3) Drug 1: CC1C(C(CC(O1)OC2CC(CC3=C2C(=C4C(=C3O)C(=O)C5=C(C4=O)C(=CC=C5)OC)O)(C(=O)C)O)N)O.Cl. Drug 2: CC1C(C(CC(O1)OC2CC(CC3=C2C(=C4C(=C3O)C(=O)C5=CC=CC=C5C4=O)O)(C(=O)C)O)N)O. Cell line: RPMI-8226. Synergy scores: CSS=44.8, Synergy_ZIP=3.03, Synergy_Bliss=5.88, Synergy_Loewe=-0.845, Synergy_HSA=6.55. (4) Drug 1: C1CC(C1)(C(=O)O)C(=O)O.[NH2-].[NH2-].[Pt+2]. Drug 2: C(CC(=O)O)C(=O)CN.Cl. Cell line: NCI-H322M. Synergy scores: CSS=16.0, Synergy_ZIP=-1.85, Synergy_Bliss=4.03, Synergy_Loewe=-0.997, Synergy_HSA=-0.242. (5) Drug 1: C1CCC(C1)C(CC#N)N2C=C(C=N2)C3=C4C=CNC4=NC=N3. Drug 2: CCC1=CC2CC(C3=C(CN(C2)C1)C4=CC=CC=C4N3)(C5=C(C=C6C(=C5)C78CCN9C7C(C=CC9)(C(C(C8N6C)(C(=O)OC)O)OC(=O)C)CC)OC)C(=O)OC.C(C(C(=O)O)O)(C(=O)O)O. Cell line: 786-0. Synergy scores: CSS=18.8, Synergy_ZIP=3.45, Synergy_Bliss=4.78, Synergy_Loewe=-13.6, Synergy_HSA=5.99. (6) Drug 1: C1=NC2=C(N=C(N=C2N1C3C(C(C(O3)CO)O)O)F)N. Drug 2: CC12CCC3C(C1CCC2OP(=O)(O)O)CCC4=C3C=CC(=C4)OC(=O)N(CCCl)CCCl.[Na+]. Cell line: SF-295. Synergy scores: CSS=0.362, Synergy_ZIP=-3.35, Synergy_Bliss=-6.98, Synergy_Loewe=-6.33, Synergy_HSA=-4.99. (7) Drug 1: CC12CCC(CC1=CCC3C2CCC4(C3CC=C4C5=CN=CC=C5)C)O. Drug 2: CCC1=CC2CC(C3=C(CN(C2)C1)C4=CC=CC=C4N3)(C5=C(C=C6C(=C5)C78CCN9C7C(C=CC9)(C(C(C8N6C)(C(=O)OC)O)OC(=O)C)CC)OC)C(=O)OC.C(C(C(=O)O)O)(C(=O)O)O. Cell line: 786-0. Synergy scores: CSS=38.3, Synergy_ZIP=4.07, Synergy_Bliss=8.64, Synergy_Loewe=-1.91, Synergy_HSA=9.53. (8) Drug 1: C1CCC(CC1)NC(=O)N(CCCl)N=O. Drug 2: CC1=CC2C(CCC3(C2CCC3(C(=O)C)OC(=O)C)C)C4(C1=CC(=O)CC4)C. Cell line: MDA-MB-435. Synergy scores: CSS=-2.68, Synergy_ZIP=2.06, Synergy_Bliss=3.15, Synergy_Loewe=-6.25, Synergy_HSA=-2.77.